From a dataset of Full USPTO retrosynthesis dataset with 1.9M reactions from patents (1976-2016). Predict the reactants needed to synthesize the given product. (1) Given the product [Cl:1][C:2]1[CH:3]=[C:4]2[C:8](=[CH:9][CH:10]=1)[N:7]([CH3:11])[C:6]([C:12]([NH:37][CH2:36][C:31]1[CH:30]=[C:29]([CH:34]=[C:33]([F:35])[CH:32]=1)[O:28][C:25]1[CH:26]=[CH:27][C:22]([CH2:21][CH2:20][C:19]([OH:40])=[O:18])=[C:23]([CH2:38][CH3:39])[CH:24]=1)=[O:14])=[C:5]2[CH3:15], predict the reactants needed to synthesize it. The reactants are: [Cl:1][C:2]1[CH:3]=[C:4]2[C:8](=[CH:9][CH:10]=1)[N:7]([CH3:11])[C:6]([C:12]([OH:14])=O)=[C:5]2[CH3:15].C([O:18][C:19](=[O:40])[CH2:20][CH2:21][C:22]1[CH:27]=[CH:26][C:25]([O:28][C:29]2[CH:34]=[C:33]([F:35])[CH:32]=[C:31]([CH2:36][NH2:37])[CH:30]=2)=[CH:24][C:23]=1[CH2:38][CH3:39])C. (2) Given the product [Cl:1][C:2]1[CH:3]=[C:4]2[C:8](=[CH:9][C:10]=1[O:11][CH3:12])[C:7](=[O:13])[CH:6]([CH2:14][C:15]1[CH:20]=[CH:19][C:18]([S:21][C:22]([F:24])([F:23])[F:25])=[CH:17][CH:16]=1)[CH2:5]2, predict the reactants needed to synthesize it. The reactants are: [Cl:1][C:2]1[CH:3]=[C:4]2[C:8](=[CH:9][C:10]=1[O:11][CH3:12])[C:7](=[O:13])/[C:6](=[CH:14]/[C:15]1[CH:20]=[CH:19][C:18]([S:21][C:22]([F:25])([F:24])[F:23])=[CH:17][CH:16]=1)/[CH2:5]2. (3) Given the product [Cl:1][C:2]1[C:10]([S:15]([Cl:14])(=[O:17])=[O:16])=[CH:9][C:5]([C:6]([OH:8])=[O:7])=[C:4]([O:11][CH2:12][CH3:13])[CH:3]=1, predict the reactants needed to synthesize it. The reactants are: [Cl:1][C:2]1[CH:10]=[CH:9][C:5]([C:6]([OH:8])=[O:7])=[C:4]([O:11][CH2:12][CH3:13])[CH:3]=1.[Cl:14][S:15](O)(=[O:17])=[O:16]. (4) The reactants are: [NH2:1][C:2]1[S:11][C:5]2[C:6](=[O:10])[NH:7][CH2:8][CH2:9][C:4]=2[C:3]=1[C:12]1[S:13][C:14]2[CH:20]=[CH:19][CH:18]=[CH:17][C:15]=2[N:16]=1.[C:21](OC(=O)C)(=[O:23])[CH3:22]. Given the product [S:13]1[C:14]2[CH:20]=[CH:19][CH:18]=[CH:17][C:15]=2[N:16]=[C:12]1[C:3]1[C:4]2[CH2:9][CH2:8][NH:7][C:6](=[O:10])[C:5]=2[S:11][C:2]=1[NH:1][C:21](=[O:23])[CH3:22], predict the reactants needed to synthesize it. (5) Given the product [CH3:23][O:22][C:4]1[CH:3]=[C:2]([C:24]2[CH:29]=[CH:28][CH:27]=[CH:26][CH:25]=2)[CH:7]=[CH:6][C:5]=1[CH2:8][N:9]1[CH2:14][CH2:13][N:12]([C:15]([O:17][C:18]([CH3:21])([CH3:20])[CH3:19])=[O:16])[CH2:11][CH2:10]1, predict the reactants needed to synthesize it. The reactants are: Br[C:2]1[CH:7]=[CH:6][C:5]([CH2:8][N:9]2[CH2:14][CH2:13][N:12]([C:15]([O:17][C:18]([CH3:21])([CH3:20])[CH3:19])=[O:16])[CH2:11][CH2:10]2)=[C:4]([O:22][CH3:23])[CH:3]=1.[C:24]1(B(O)O)[CH:29]=[CH:28][CH:27]=[CH:26][CH:25]=1.C(=O)([O-])[O-].[K+].[K+].O1CCOCC1. (6) The reactants are: [CH2:1]([O:3][C:4](=[O:17])[C:5]([O:8][C:9]1[CH:14]=[CH:13][CH:12]=[C:11]([CH2:15][NH2:16])[CH:10]=1)([CH3:7])[CH3:6])[CH3:2].[CH:18]1([C:21]2[C:26]([C:27](O)=[O:28])=[CH:25][N:24]=[C:23]([C:30]3[CH:35]=[CH:34][C:33]([C:36]([F:39])([F:38])[F:37])=[CH:32][CH:31]=3)[N:22]=2)[CH2:20][CH2:19]1. Given the product [CH2:1]([O:3][C:4](=[O:17])[C:5]([O:8][C:9]1[CH:14]=[CH:13][CH:12]=[C:11]([CH2:15][NH:16][C:27]([C:26]2[C:21]([CH:18]3[CH2:20][CH2:19]3)=[N:22][C:23]([C:30]3[CH:31]=[CH:32][C:33]([C:36]([F:38])([F:39])[F:37])=[CH:34][CH:35]=3)=[N:24][CH:25]=2)=[O:28])[CH:10]=1)([CH3:7])[CH3:6])[CH3:2], predict the reactants needed to synthesize it. (7) Given the product [Cl:20][C:19]1[C:14]([C:7]2[CH:8]=[CH:9][C:4]([C:1]([OH:3])=[O:2])=[CH:5][CH:6]=2)=[N:15][CH:16]=[CH:17][CH:18]=1, predict the reactants needed to synthesize it. The reactants are: [C:1]([C:4]1[CH:9]=[CH:8][CH:7]=[CH:6][C:5]=1B(O)O)([OH:3])=[O:2].Cl[C:14]1[C:19]([Cl:20])=[CH:18][CH:17]=[CH:16][N:15]=1.